From a dataset of Choline transporter screen with 302,306 compounds. Binary Classification. Given a drug SMILES string, predict its activity (active/inactive) in a high-throughput screening assay against a specified biological target. (1) The drug is S(c1n(c(nn1)c1ccc(NC(=O)CCc2ccccc2)cc1)C)C. The result is 0 (inactive). (2) The drug is O(c1ccc(Nc2nc(n3nc(cc3C)C)nc(c2)C)cc1)C. The result is 0 (inactive). (3) The molecule is O1C2(C(C(C1=O)C(OCC)=O)C(OCC)=O)CCCCC2. The result is 0 (inactive).